This data is from Peptide-MHC class II binding affinity with 134,281 pairs from IEDB. The task is: Regression. Given a peptide amino acid sequence and an MHC pseudo amino acid sequence, predict their binding affinity value. This is MHC class II binding data. The peptide sequence is MAAHKFMVAMFLAVA. The MHC is DRB1_1201 with pseudo-sequence DRB1_1201. The binding affinity (normalized) is 0.403.